From a dataset of Full USPTO retrosynthesis dataset with 1.9M reactions from patents (1976-2016). Predict the reactants needed to synthesize the given product. (1) Given the product [C:11]1([C:17]2[CH:22]=[CH:21][N:20]3[CH:8]=[CH:9][N:23]=[C:19]3[CH:18]=2)[CH:12]=[CH:13][CH:14]=[CH:15][CH:16]=1, predict the reactants needed to synthesize it. The reactants are: C(OC(O[CH2:8][CH3:9])CBr)C.Cl.[C:11]1([C:17]2[CH:22]=[CH:21][N:20]=[C:19]([NH2:23])[CH:18]=2)[CH:16]=[CH:15][CH:14]=[CH:13][CH:12]=1.C([O-])(O)=O.[Na+]. (2) Given the product [C:19]([C:17]1[C:16](=[O:21])[NH:15][C:14]([CH3:22])=[C:13]([C:10]2[CH:11]=[CH:12][C:7]([O:6][CH2:5][C:4]([OH:23])=[O:3])=[CH:8][CH:9]=2)[CH:18]=1)#[N:20], predict the reactants needed to synthesize it. The reactants are: C([O:3][C:4](=[O:23])[CH2:5][O:6][C:7]1[CH:12]=[CH:11][C:10]([C:13]2[CH:18]=[C:17]([C:19]#[N:20])[C:16](=[O:21])[NH:15][C:14]=2[CH3:22])=[CH:9][CH:8]=1)C.O.[OH-].[Li+]. (3) Given the product [ClH:36].[F:29][C:26]([F:27])([F:28])[C:21]1[CH:22]=[CH:23][CH:24]=[CH:25][C:20]=1[CH:19]([O:18][CH:16]1[CH2:17][NH:14][CH2:15]1)[C:30]1[CH:35]=[CH:34][C:33]([Cl:36])=[CH:32][CH:31]=1, predict the reactants needed to synthesize it. The reactants are: C([N:14]1[CH2:17][CH:16]([O:18][CH:19]([C:30]2[CH:35]=[CH:34][C:33]([Cl:36])=[CH:32][CH:31]=2)[C:20]2[CH:25]=[CH:24][CH:23]=[CH:22][C:21]=2[C:26]([F:29])([F:28])[F:27])[CH2:15]1)(C1C=CC=CC=1)C1C=CC=CC=1.Cl.ClC1C=CC=CC=1C(OC1CNC1)C1C=CC(Cl)=CC=1. (4) Given the product [Cl:23][C:24]1[CH:31]=[CH:30][CH:29]=[CH:28][C:25]=1[CH2:26][N:17]1[CH:12]2[CH2:13][CH2:14][CH:15]1[CH2:16][C:10](=[C:9]([C:5]1[CH:4]=[CH:3][C:8]([O:36][CH3:35])=[CH:7][CH:6]=1)[C:18]1[CH:22]=[CH:21][S:20][CH:19]=1)[CH2:11]2, predict the reactants needed to synthesize it. The reactants are: CO[C:3]1[CH:4]=[C:5]([C:9]([C:18]2[CH:22]=[CH:21][S:20][CH:19]=2)=[C:10]2[CH2:16][CH:15]3[NH:17][CH:12]([CH2:13][CH2:14]3)[CH2:11]2)[CH:6]=[CH:7][CH:8]=1.[Cl:23][C:24]1[CH:31]=[CH:30][CH:29]=[CH:28][C:25]=1[CH:26]=O.CC1C=CC=CC=1[CH:35]=[O:36]. (5) Given the product [CH3:12][N:13]([CH2:14][C:15]1[CH:20]=[CH:19][CH:18]=[CH:17][C:16]=1[C:21]([F:22])([F:23])[F:24])[C:6](=[O:7])[CH2:5][CH2:4][CH2:3][S:1][C:2]1[CH:3]=[CH:4][C:5]([C:6]([O:8][CH3:9])=[O:7])=[CH:10][CH:11]=1, predict the reactants needed to synthesize it. The reactants are: [SH:1][C:2]1[CH:11]=[CH:10][C:5]([C:6]([O:8][CH3:9])=[O:7])=[CH:4][CH:3]=1.[CH3:12][NH:13][CH2:14][C:15]1[CH:20]=[CH:19][CH:18]=[CH:17][C:16]=1[C:21]([F:24])([F:23])[F:22]. (6) Given the product [Br:9][C:10]1[CH:17]=[CH:16][C:13]([CH:14]=[CH:4][C:2](=[O:3])[C:1]([OH:6])=[O:5])=[CH:12][C:11]=1[F:18], predict the reactants needed to synthesize it. The reactants are: [C:1]([OH:6])(=[O:5])[C:2]([CH3:4])=[O:3].[OH-].[Na+].[Br:9][C:10]1[CH:17]=[CH:16][C:13]([CH:14]=O)=[CH:12][C:11]=1[F:18]. (7) Given the product [NH:23]1[CH2:24][CH2:25][CH2:26][CH:21]([NH:20][C:1]([C:8]2[CH:13]=[CH:12][CH:11]=[CH:10][CH:9]=2)([C:2]2[CH:3]=[CH:4][CH:5]=[CH:6][CH:7]=2)[C:14]2[CH:19]=[CH:18][CH:17]=[CH:16][CH:15]=2)[CH2:22]1, predict the reactants needed to synthesize it. The reactants are: [C:1]([NH:20][CH:21]1[CH2:26][CH2:25][CH2:24][NH:23][C:22]1=O)([C:14]1[CH:19]=[CH:18][CH:17]=[CH:16][CH:15]=1)([C:8]1[CH:13]=[CH:12][CH:11]=[CH:10][CH:9]=1)[C:2]1[CH:7]=[CH:6][CH:5]=[CH:4][CH:3]=1.[H-].[H-].[H-].[H-].[Li+].[Al+3].O.[OH-].[Na+]. (8) Given the product [CH:31]1[C:32]2[CH:20]([CH2:19][O:18][C:16]([NH:1][CH2:2][CH2:3][CH2:4][CH2:5][CH2:6][C:7]([OH:9])=[O:8])=[O:17])[C:21]3[C:26](=[CH:25][CH:24]=[CH:23][CH:22]=3)[C:27]=2[CH:28]=[CH:29][CH:30]=1, predict the reactants needed to synthesize it. The reactants are: [NH2:1][CH2:2][CH2:3][CH2:4][CH2:5][CH2:6][C:7]([OH:9])=[O:8].O1CCOCC1.[C:16](Cl)([O:18][CH2:19][CH:20]1[C:32]2[C:27](=[CH:28][CH:29]=[CH:30][CH:31]=2)[C:26]2[C:21]1=[CH:22][CH:23]=[CH:24][CH:25]=2)=[O:17].